This data is from Full USPTO retrosynthesis dataset with 1.9M reactions from patents (1976-2016). The task is: Predict the reactants needed to synthesize the given product. Given the product [CH3:62][O:63][C:64](=[O:65])[NH:66][C@H:67]([C:68]([N:41]1[CH2:42][CH2:43][CH2:44][C@H:40]1[C:38]1[NH:39][C:35]([C:32]2[CH:31]=[CH:30][C:29]([C:26]3[CH:27]=[CH:28][C:23]([C:20]4[NH:19][C:18]([C@@H:14]5[CH2:15][CH2:16][CH2:17][N:13]5[C:11](=[O:12])[C@H:10]([CH:9]([CH3:52])[CH3:8])[NH:45][C:46]5[N:51]=[CH:50][CH:49]=[CH:48][N:47]=5)=[N:22][CH:21]=4)=[CH:24][CH:25]=3)=[CH:34][CH:33]=2)=[CH:36][N:37]=1)=[O:69])[CH:71]([CH3:73])[CH3:72], predict the reactants needed to synthesize it. The reactants are: C(O)(C(F)(F)F)=O.[CH3:8][CH:9]([CH3:52])[C@H:10]([NH:45][C:46]1[N:51]=[CH:50][CH:49]=[CH:48][N:47]=1)[C:11]([N:13]1[CH2:17][CH2:16][CH2:15][C@H:14]1[C:18]1[NH:19][C:20]([C:23]2[CH:28]=[CH:27][C:26]([C:29]3[CH:34]=[CH:33][C:32]([C:35]4[NH:39][C:38]([C@@H:40]5[CH2:44][CH2:43][CH2:42][NH:41]5)=[N:37][CH:36]=4)=[CH:31][CH:30]=3)=[CH:25][CH:24]=2)=[CH:21][N:22]=1)=[O:12].CCN(C(C)C)C(C)C.[CH3:62][O:63][C:64]([NH:66][C@@H:67]([CH:71]([CH3:73])[CH3:72])[C:68](O)=[O:69])=[O:65].CN(C(ON1N=NC2C=CC=NC1=2)=[N+](C)C)C.F[P-](F)(F)(F)(F)F.